This data is from Reaction yield outcomes from USPTO patents with 853,638 reactions. The task is: Predict the reaction yield, written as a fraction of the theoretical maximum amount of product (1.0 means a 100% yield; for example, 0.34 means a 34% yield). The reactants are [F:1][C:2]1[CH:7]=[CH:6][C:5]([F:8])=[CH:4][C:3]=1[C@H:9]1[CH2:13][CH2:12][CH2:11][N:10]1[C:14]1[CH:19]=[CH:18][N:17]2[N:20]=[CH:21][C:22]([NH2:23])=[C:16]2[N:15]=1.[C:24](O[C:24](=[O:28])[CH:25]([CH3:27])[CH3:26])(=[O:28])[CH:25]([CH3:27])[CH3:26].N1C=CC=CC=1. The catalyst is C(Cl)Cl. The product is [F:1][C:2]1[CH:7]=[CH:6][C:5]([F:8])=[CH:4][C:3]=1[C@H:9]1[CH2:13][CH2:12][CH2:11][N:10]1[C:14]1[CH:19]=[CH:18][N:17]2[N:20]=[CH:21][C:22]([NH:23][C:24](=[O:28])[CH:25]([CH3:27])[CH3:26])=[C:16]2[N:15]=1. The yield is 0.710.